From a dataset of Forward reaction prediction with 1.9M reactions from USPTO patents (1976-2016). Predict the product of the given reaction. (1) Given the reactants [C:1]([C:3]1[CH:8]=[CH:7][C:6]([C:9]2[CH:10]=[N:11][N:12]([C:15]3[CH:23]=[CH:22][C:18]([C:19]([OH:21])=O)=[CH:17][N:16]=3)[C:13]=2[OH:14])=[C:5]([CH3:24])[CH:4]=1)#[N:2].[CH:25]([NH2:28])([CH3:27])[CH3:26], predict the reaction product. The product is: [C:1]([C:3]1[CH:8]=[CH:7][C:6]([C:9]2[CH:10]=[N:11][N:12]([C:15]3[CH:23]=[CH:22][C:18]([C:19]([NH:28][CH:25]([CH3:27])[CH3:26])=[O:21])=[CH:17][N:16]=3)[C:13]=2[OH:14])=[C:5]([CH3:24])[CH:4]=1)#[N:2]. (2) The product is: [Br:14][C:15]1[CH:20]=[C:19]([CH:2]2[C:9]3[CH:8]=[C:7]([C:10]([O:12][CH3:13])=[O:11])[NH:6][C:5]=3[CH2:4][CH2:3]2)[CH:18]=[CH:17][CH:16]=1. Given the reactants O=[C:2]1[C:9]2[CH:8]=[C:7]([C:10]([O:12][CH3:13])=[O:11])[NH:6][C:5]=2[CH2:4][CH2:3]1.[Br:14][C:15]1[CH:16]=[C:17]([Mg]Br)[CH:18]=[CH:19][CH:20]=1, predict the reaction product. (3) Given the reactants [CH3:1][O:2][C:3]1[CH:15]=[C:14]([O:16][CH3:17])[CH:13]=[CH:12][C:4]=1[CH2:5][NH:6][C:7]1[S:8][CH:9]=[CH:10][N:11]=1.C[Si]([N-][Si](C)(C)C)(C)C.[Li+].[Cl:28][C:29]1[C:38]2[C:33](=[CH:34][C:35]([S:39](OC3C(F)=C(F)C(F)=C(F)C=3F)(=[O:41])=[O:40])=[CH:36][CH:37]=2)[C:32]([F:54])=[CH:31][N:30]=1, predict the reaction product. The product is: [Cl:28][C:29]1[C:38]2[C:33](=[CH:34][C:35]([S:39]([N:6]([CH2:5][C:4]3[CH:12]=[CH:13][C:14]([O:16][CH3:17])=[CH:15][C:3]=3[O:2][CH3:1])[C:7]3[S:8][CH:9]=[CH:10][N:11]=3)(=[O:41])=[O:40])=[CH:36][CH:37]=2)[C:32]([F:54])=[CH:31][N:30]=1. (4) Given the reactants [C:1]([C:3]1[CH:8]=[CH:7][C:6]([CH:9]2[N:14]([C:15](OC3C=CC([N+]([O-])=O)=CC=3)=[O:16])[C:13](=[O:27])[N:12]([C:28]3[CH:33]=[CH:32][CH:31]=[C:30]([C:34]([F:37])([F:36])[F:35])[CH:29]=3)[C:11]3[CH2:38][CH2:39][NH:40][C:41](=[O:42])[C:10]2=3)=[CH:5][CH:4]=1)#[N:2].[CH3:43][NH2:44], predict the reaction product. The product is: [C:1]([C:3]1[CH:8]=[CH:7][C:6]([CH:9]2[N:14]([C:15]([NH:44][CH3:43])=[O:16])[C:13](=[O:27])[N:12]([C:28]3[CH:33]=[CH:32][CH:31]=[C:30]([C:34]([F:35])([F:37])[F:36])[CH:29]=3)[C:11]3[CH2:38][CH2:39][NH:40][C:41](=[O:42])[C:10]2=3)=[CH:5][CH:4]=1)#[N:2]. (5) Given the reactants Br[C:2]1[S:6][C:5]([C:7]([NH:9][CH:10]([C:12]2[N:17]=[N:16][C:15]([NH:18][C:19]3[CH:24]=[CH:23][C:22]([O:25][CH3:26])=[CH:21][CH:20]=3)=[N:14][CH:13]=2)[CH3:11])=[O:8])=[CH:4][CH:3]=1.NC(C1N=NC(NC2C=CC(OC)=CC=2)=NC=1)C.[Br:45]C1C=CSC=1C(O)=O, predict the reaction product. The product is: [Br:45][C:4]1[CH:3]=[CH:2][S:6][C:5]=1[C:7]([NH:9][CH:10]([C:12]1[N:17]=[N:16][C:15]([NH:18][C:19]2[CH:24]=[CH:23][C:22]([O:25][CH3:26])=[CH:21][CH:20]=2)=[N:14][CH:13]=1)[CH3:11])=[O:8].